This data is from Catalyst prediction with 721,799 reactions and 888 catalyst types from USPTO. The task is: Predict which catalyst facilitates the given reaction. Reactant: [F:1][C:2]1[CH:3]=[C:4]([C@@:9]2([CH3:24])[N:18]([CH2:19][C:20]([OH:22])=O)[C:17](=[O:23])[C:12]3([CH2:16][CH2:15][CH2:14][CH2:13]3)[NH:11][CH2:10]2)[CH:5]=[C:6]([F:8])[CH:7]=1.[NH2:25][C:26]1[CH:27]=[C:28]2[C:41](=[CH:42][CH:43]=1)[CH2:40][C@:30]1([C:38]3[C:33](=[N:34][CH:35]=[CH:36][CH:37]=3)[NH:32][C:31]1=[O:39])[CH2:29]2.CN(C(ON1N=NC2C=CC=NC1=2)=[N+](C)C)C.F[P-](F)(F)(F)(F)F.CN1CCOCC1. Product: [F:8][C:6]1[CH:5]=[C:4]([C@@:9]2([CH3:24])[N:18]([CH2:19][C:20]([NH:25][C:26]3[CH:27]=[C:28]4[C:41](=[CH:42][CH:43]=3)[CH2:40][C@:30]3([C:38]5[C:33](=[N:34][CH:35]=[CH:36][CH:37]=5)[NH:32][C:31]3=[O:39])[CH2:29]4)=[O:22])[C:17](=[O:23])[C:12]3([CH2:16][CH2:15][CH2:14][CH2:13]3)[NH:11][CH2:10]2)[CH:3]=[C:2]([F:1])[CH:7]=1. The catalyst class is: 31.